From a dataset of Full USPTO retrosynthesis dataset with 1.9M reactions from patents (1976-2016). Predict the reactants needed to synthesize the given product. (1) Given the product [C:14]([C@H:18]1[CH2:23][CH2:22][C@H:21]([O:24][C:25]2[CH:26]=[C:27]3[C:32](=[CH:33][CH:34]=2)[N:31]=[C:30]([CH:35]=[O:5])[CH:29]=[C:28]3[C:36]([F:39])([F:37])[F:38])[CH2:20][CH2:19]1)([CH3:17])([CH3:15])[CH3:16], predict the reactants needed to synthesize it. The reactants are: C([O:5]OC(C)(C)C)(C)(C)C.[Se](=O)=O.[C:14]([CH:18]1[CH2:23][CH2:22][CH:21]([O:24][C:25]2[CH:26]=[C:27]3[C:32](=[CH:33][CH:34]=2)[N:31]=[C:30]([CH3:35])[CH:29]=[C:28]3[C:36]([F:39])([F:38])[F:37])[CH2:20][CH2:19]1)([CH3:17])([CH3:16])[CH3:15]. (2) Given the product [C:35]1([O:34][C:32](=[O:33])[NH:14][CH2:13][C@H:11]2[CH2:10][C@@H:9]([C:15]([N:17]3[CH2:21][CH2:20][S:19][CH2:18]3)=[O:16])[NH:8][CH2:12]2)[CH:40]=[CH:39][CH:38]=[CH:37][CH:36]=1, predict the reactants needed to synthesize it. The reactants are: C(OC([N:8]1[CH2:12][C@@H:11]([CH2:13][NH2:14])[CH2:10][C@H:9]1[C:15]([N:17]1[CH2:21][CH2:20][S:19][CH2:18]1)=[O:16])=O)(C)(C)C.C(N(CC)C(C)C)(C)C.Cl[C:32]([O:34][C:35]1[CH:40]=[CH:39][CH:38]=[CH:37][CH:36]=1)=[O:33]. (3) Given the product [C:21]([CH:19]([CH:17]([C:16]([OH:25])=[O:24])[OH:18])[OH:20])([OH:23])=[O:22].[NH2:1][C:2]([CH3:15])([CH2:6][S:7][CH2:8][C:9]1[CH:14]=[CH:13][CH:12]=[CH:11][CH:10]=1)[C:3]([NH2:5])=[O:4].[C:16]([OH:25])(=[O:24])[C@@H:17]([C@H:19]([C:21]([OH:23])=[O:22])[OH:20])[OH:18], predict the reactants needed to synthesize it. The reactants are: [NH2:1][C:2]([CH3:15])([CH2:6][S:7][CH2:8][C:9]1[CH:14]=[CH:13][CH:12]=[CH:11][CH:10]=1)[C:3]([NH2:5])=[O:4].[C:16]([OH:25])(=[O:24])[C@@H:17]([C@H:19]([C:21]([OH:23])=[O:22])[OH:20])[OH:18].CO.C(OC(C)C)(=O)C. (4) Given the product [NH2:1][C:2]1[C:7]([C:8]([C:10]2[C:15]([F:16])=[CH:14][CH:13]=[CH:12][C:11]=2[F:17])=[O:9])=[CH:6][CH:5]=[C:4]([NH:29][CH:26]2[CH2:27][CH2:28][N:23]([S:20]([CH3:19])(=[O:22])=[O:21])[CH2:24][CH2:25]2)[N:3]=1, predict the reactants needed to synthesize it. The reactants are: [NH2:1][C:2]1[C:7]([C:8]([C:10]2[C:15]([F:16])=[CH:14][CH:13]=[CH:12][C:11]=2[F:17])=[O:9])=[CH:6][CH:5]=[C:4](Cl)[N:3]=1.[CH3:19][S:20]([N:23]1[CH2:28][CH2:27][CH:26]([NH2:29])[CH2:25][CH2:24]1)(=[O:22])=[O:21]. (5) Given the product [CH3:1][C:2]1[N:3]=[C:4]([C:12]2[CH:17]=[CH:16][CH:15]=[C:14]([C:18]([F:21])([F:19])[F:20])[CH:13]=2)[N:5]2[C:10]=1[CH:9]=[N:8][C:7]([NH:11][C:23]1[CH:24]=[C:25]([NH:29][C:30](=[O:32])[CH3:31])[CH:26]=[CH:27][CH:28]=1)=[N:6]2, predict the reactants needed to synthesize it. The reactants are: [CH3:1][C:2]1[N:3]=[C:4]([C:12]2[CH:17]=[CH:16][CH:15]=[C:14]([C:18]([F:21])([F:20])[F:19])[CH:13]=2)[N:5]2[C:10]=1[CH:9]=[N:8][C:7]([NH2:11])=[N:6]2.Br[C:23]1[CH:24]=[C:25]([NH:29][C:30](=[O:32])[CH3:31])[CH:26]=[CH:27][CH:28]=1.C(P(C(C)(C)C)C1C=CC=CC=1C1C=CC=CC=1)(C)(C)C.CC([O-])(C)C.[Na+]. (6) Given the product [CH2:1]([N:8]1[CH2:13][CH:12]([C:14]2[CH:15]=[CH:16][CH:17]=[CH:18][CH:19]=2)[C:11](=[O:20])[C:10](=[CH:36][C:34]2[CH:33]=[CH:32][CH:31]=[C:30]([N:24]3[CH2:25][CH2:26][O:27][CH2:28][CH2:29]3)[N:35]=2)[C:9]1=[O:21])[C:2]1[CH:3]=[CH:4][CH:5]=[CH:6][CH:7]=1, predict the reactants needed to synthesize it. The reactants are: [CH2:1]([N:8]1[CH2:13][CH:12]([C:14]2[CH:19]=[CH:18][CH:17]=[CH:16][CH:15]=2)[C:11](=[O:20])[CH2:10][C:9]1=[O:21])[C:2]1[CH:7]=[CH:6][CH:5]=[CH:4][CH:3]=1.[OH-].[Na+].[N:24]1([C:30]2[N:35]=[C:34]([CH:36]=O)[CH:33]=[CH:32][CH:31]=2)[CH2:29][CH2:28][O:27][CH2:26][CH2:25]1.Cl. (7) Given the product [CH3:21][CH:22]1[CH2:26][CH2:25][CH2:24][N:23]1[C:27]1[N:32]=[C:31]([NH:33][C:2]2[C:3]3[N:4]([CH:18]=[CH:19][N:20]=3)[N:5]=[C:6]([C:8]3[CH:17]=[CH:16][C:11]([C:12]([O:14][CH3:15])=[O:13])=[CH:10][CH:9]=3)[CH:7]=2)[CH:30]=[CH:29][CH:28]=1, predict the reactants needed to synthesize it. The reactants are: Br[C:2]1[C:3]2[N:4]([CH:18]=[CH:19][N:20]=2)[N:5]=[C:6]([C:8]2[CH:17]=[CH:16][C:11]([C:12]([O:14][CH3:15])=[O:13])=[CH:10][CH:9]=2)[CH:7]=1.[CH3:21][CH:22]1[CH2:26][CH2:25][CH2:24][N:23]1[C:27]1[N:32]=[C:31]([NH2:33])[CH:30]=[CH:29][CH:28]=1.C1C=CC(P(C2C(C3C(P(C4C=CC=CC=4)C4C=CC=CC=4)=CC=C4C=3C=CC=C4)=C3C(C=CC=C3)=CC=2)C2C=CC=CC=2)=CC=1.C([O-])([O-])=O.[Cs+].[Cs+]. (8) The reactants are: [OH-].[K+].[CH:3]1([C:8]2[C:18]([CH2:19][C:20]3[N:25]=[C:24]([C:26]([O:28]C)=[O:27])[CH:23]=[CH:22][CH:21]=3)=[C:11]3[CH:12]=[CH:13][C:14]([O:16][CH3:17])=[CH:15][N:10]3[N:9]=2)[CH2:7][CH2:6][CH2:5][CH2:4]1.Cl. Given the product [CH:3]1([C:8]2[C:18]([CH2:19][C:20]3[N:25]=[C:24]([C:26]([OH:28])=[O:27])[CH:23]=[CH:22][CH:21]=3)=[C:11]3[CH:12]=[CH:13][C:14]([O:16][CH3:17])=[CH:15][N:10]3[N:9]=2)[CH2:7][CH2:6][CH2:5][CH2:4]1, predict the reactants needed to synthesize it. (9) Given the product [Br:1][C:2]1[CH:7]=[CH:6][C:5]([CH2:8][C:11]#[N:12])=[C:4]([Cl:10])[CH:3]=1, predict the reactants needed to synthesize it. The reactants are: [Br:1][C:2]1[CH:7]=[CH:6][C:5]([CH2:8]Br)=[C:4]([Cl:10])[CH:3]=1.[C-:11]#[N:12].[K+]. (10) The reactants are: [CH2:1]([O:3][C:4](=[O:18])[C:5](=O)[CH2:6][C:7]1[CH:12]=[CH:11][C:10]([Cl:13])=[CH:9][C:8]=1[N+:14]([O-])=O)[CH3:2].CC(O)=O.Cl. Given the product [CH2:1]([O:3][C:4]([C:5]1[NH:14][C:8]2[C:7]([CH:6]=1)=[CH:12][CH:11]=[C:10]([Cl:13])[CH:9]=2)=[O:18])[CH3:2], predict the reactants needed to synthesize it.